The task is: Binary Classification. Given a drug SMILES string, predict its activity (active/inactive) in a high-throughput screening assay against a specified biological target.. This data is from Tyrosyl-DNA phosphodiesterase HTS with 341,365 compounds. The compound is OCC(Nc1c2c(nc3c1cccc3)cccc2)Cc1ccccc1. The result is 0 (inactive).